From a dataset of Catalyst prediction with 721,799 reactions and 888 catalyst types from USPTO. Predict which catalyst facilitates the given reaction. (1) Reactant: C([C@H]1[O:9][C@:8]([CH2:11][NH:12]C(=O)OC)([CH3:10])[C:7](=[O:17])[O:6]1)(C)(C)C.[ClH:18]. Product: [ClH:18].[NH2:12][CH2:11][C@@:8]([OH:9])([CH3:10])[C:7]([OH:17])=[O:6]. The catalyst class is: 6. (2) Reactant: [Cl:1][C:2]1[CH:14]=[CH:13][C:5]2[CH:6]([CH3:12])[NH:7][NH:8][S:9](=[O:11])(=[O:10])[C:4]=2[C:3]=1[Cl:15].C=O.O1CCC[CH2:19]1.[H][H]. Product: [Cl:1][C:2]1[CH:14]=[CH:13][C:5]2[CH:6]([CH3:12])[N:7]([CH3:19])[NH:8][S:9](=[O:11])(=[O:10])[C:4]=2[C:3]=1[Cl:15]. The catalyst class is: 331. (3) Reactant: [OH:1][C:2]1[CH:3]=[C:4]2[C:9](=[CH:10][CH:11]=1)[CH:8]([C:12]([OH:14])=[O:13])[NH:7][CH2:6][CH2:5]2.[C:15](Cl)(=O)C. Product: [CH3:15][O:13][C:12]([CH:8]1[C:9]2[C:4](=[CH:3][C:2]([OH:1])=[CH:11][CH:10]=2)[CH2:5][CH2:6][NH:7]1)=[O:14]. The catalyst class is: 5. (4) Reactant: [F:1][C:2]1[CH:7]=[CH:6][C:5](B(O)O)=[CH:4][CH:3]=1.C([N:13]([CH2:16][CH3:17])[CH2:14][CH3:15])C.N1[CH:23]=[CH:22][CH:21]=[CH:20][CH:19]=1.[F:24]OB(C1C=CC=CC=1)O.[CH2:34]1CC[CH2:37][CH2:36][CH2:35]1.C([O:43][CH2:44][CH3:45])(=O)C. Product: [F:1][C:2]1[CH:7]=[CH:6][CH:5]=[CH:4][C:3]=1[C:21]1[CH:22]=[CH:23][CH:17]=[C:16]2[C:20]=1[CH:19]=[CH:45][C:44](=[O:43])[N:13]2[C:14]1[CH:15]=[CH:37][C:36]([F:24])=[CH:35][CH:34]=1. The catalyst class is: 221.